This data is from Reaction yield outcomes from USPTO patents with 853,638 reactions. The task is: Predict the reaction yield, written as a fraction of the theoretical maximum amount of product (1.0 means a 100% yield; for example, 0.34 means a 34% yield). (1) The reactants are [CH2:1]([C:5]1[N:6]=[C:7]([CH3:27])[NH:8][C:9](=[O:26])[C:10]=1[CH2:11][C:12]1[CH:17]=[CH:16][C:15]([C:18]2[C:19]([C:24]#[N:25])=[CH:20][CH:21]=[CH:22][CH:23]=2)=[CH:14][CH:13]=1)[CH2:2][CH2:3][CH3:4].[H-].[Na+].Br[CH2:31][CH:32]([C:34]1[CH:39]=[CH:38][CH:37]=[CH:36][CH:35]=1)[CH3:33].[Cl-].O[NH3+:42].[C:43](=[O:46])([O-])[OH:44].[Na+]. The yield is 0.0900. The catalyst is C(OCC)(=O)C.CS(C)=O.CN(C)C=O. The product is [CH2:1]([C:5]1[N:6]=[C:7]([CH3:27])[N:8]([CH2:31][CH:32]([C:34]2[CH:39]=[CH:38][CH:37]=[CH:36][CH:35]=2)[CH3:33])[C:9](=[O:26])[C:10]=1[CH2:11][C:12]1[CH:17]=[CH:16][C:15]([C:18]2[CH:23]=[CH:22][CH:21]=[CH:20][C:19]=2[C:24]2[NH:42][C:43](=[O:46])[O:44][N:25]=2)=[CH:14][CH:13]=1)[CH2:2][CH2:3][CH3:4]. (2) The reactants are [C:1]([C:3]1[CH:8]=[CH:7][C:6]([C:9]2[CH:10]=[N:11][N:12]([C:15]3[CH:23]=[CH:22][C:18]([C:19]([OH:21])=O)=[CH:17][N:16]=3)[C:13]=2[OH:14])=[C:5]([CH3:24])[CH:4]=1)#[N:2].C1C=C2N=NN(O)C2=CC=1.O.Cl.[CH2:37]([N:39]=[C:40]=NCCCN(C)C)C.C(N(CC)CC)C.Cl.CNC.Cl. The catalyst is CN(C=O)C.CO.O. The product is [C:1]([C:3]1[CH:8]=[CH:7][C:6]([C:9]2[CH:10]=[N:11][N:12]([C:15]3[CH:23]=[CH:22][C:18]([C:19]([N:39]([CH3:40])[CH3:37])=[O:21])=[CH:17][N:16]=3)[C:13]=2[OH:14])=[C:5]([CH3:24])[CH:4]=1)#[N:2]. The yield is 0.660. (3) The reactants are [CH2:1]([N:3]1[C:11]2[C:6](=[CH:7][CH:8]=[C:9]([O:12][CH3:13])[CH:10]=2)[C:5]([C:14]([OH:16])=O)=[CH:4]1)[CH3:2].C(Cl)Cl.C(Cl)(=O)C(Cl)=O.[NH4+:26].[OH-]. The catalyst is CN(C=O)C. The product is [CH2:1]([N:3]1[C:11]2[C:6](=[CH:7][CH:8]=[C:9]([O:12][CH3:13])[CH:10]=2)[C:5]([C:14]([NH2:26])=[O:16])=[CH:4]1)[CH3:2]. The yield is 0.540. (4) The reactants are [OH:1][C:2]1[C:3](=[O:22])[CH:4]=[C:5]([CH2:10][NH:11][S:12]([C:15]2[CH:20]=[CH:19][CH:18]=[CH:17][C:16]=2[CH3:21])(=[O:14])=[O:13])[O:6][C:7]=1[CH2:8][OH:9].[CH2:23](OC1C(=O)C=C(CNS(C2C=CC=CC=2)(=O)=O)OC=1CO)[C:24]1[CH:29]=[CH:28][CH:27]=[CH:26][CH:25]=1. No catalyst specified. The product is [CH2:23]([O:1][C:2]1[C:3](=[O:22])[CH:4]=[C:5]([CH2:10][NH:11][S:12]([C:15]2[CH:20]=[CH:19][CH:18]=[CH:17][C:16]=2[CH3:21])(=[O:14])=[O:13])[O:6][C:7]=1[CH2:8][OH:9])[C:24]1[CH:29]=[CH:28][CH:27]=[CH:26][CH:25]=1. The yield is 0.408. (5) The reactants are [CH3:1][O:2][C:3]1[CH:4]=[C:5]([CH:11]=O)[CH:6]=[C:7]([CH:9]=[O:10])[CH:8]=1.[C:13]([O-])([O-])=O.[K+].[K+].O. The catalyst is [Br-].C[P+](C1C=CC=CC=1)(C1C=CC=CC=1)C1C=CC=CC=1.O1CCOCC1. The product is [CH3:1][O:2][C:3]1[CH:8]=[C:7]([CH:6]=[C:5]([CH:11]=[CH2:13])[CH:4]=1)[CH:9]=[O:10]. The yield is 0.480. (6) The reactants are C([C:5]1[CH:10]=[CH:9][C:8]([C:11]([CH3:40])([CH2:15][CH2:16][CH2:17][CH2:18][C:19](=[O:39])[CH2:20][CH2:21][CH2:22][CH2:23][C:24]([C:29]2[CH:34]=[CH:33][C:32](CC(C)C)=[CH:31][CH:30]=2)([CH3:28])[C:25]([OH:27])=[O:26])[C:12]([OH:14])=[O:13])=[CH:7][CH:6]=1)C(C)C.C(OC(=O)C(C)(C1C=CC=CC=1)CCCCC(=O)CCCCC(C)(C1C=CC=CC=1)C(OCC)=O)C.[OH-].[K+]. The catalyst is C(O)C.O. The product is [CH3:28][C:24]([C:29]1[CH:30]=[CH:31][CH:32]=[CH:33][CH:34]=1)([CH2:23][CH2:22][CH2:21][CH2:20][C:19](=[O:39])[CH2:18][CH2:17][CH2:16][CH2:15][C:11]([CH3:40])([C:8]1[CH:7]=[CH:6][CH:5]=[CH:10][CH:9]=1)[C:12]([OH:14])=[O:13])[C:25]([OH:27])=[O:26]. The yield is 0.870.